Dataset: Catalyst prediction with 721,799 reactions and 888 catalyst types from USPTO. Task: Predict which catalyst facilitates the given reaction. (1) Product: [C:1]1(=[O:11])[NH:5][C:4](=[O:6])[C:3]2=[CH:7][CH:8]=[CH:9][CH:10]=[C:2]12.[NH2:5][CH:14]1[C:15]2([CH3:32])[C:20]([C:23]3[CH:28]=[CH:27][CH:26]=[C:25]([O:29][CH3:30])[CH:24]=3)([CH2:19][CH2:18][CH2:17][CH2:16]2)[CH2:21][CH2:22][NH:13]1. The catalyst class is: 26. Reactant: [C:1]1(=[O:11])[NH:5][C:4](=[O:6])[C:3]2=[CH:7][CH:8]=[CH:9][CH:10]=[C:2]12.C[N:13]1[CH2:22][CH2:21][C:20]2([C:23]3[CH:28]=[CH:27][CH:26]=[C:25]([O:29][CH3:30])[CH:24]=3)[C:15]([CH3:32])([CH2:16][CH2:17][CH:18](N)[CH2:19]2)[CH2:14]1.ClC(OC(Cl)C)=O. (2) Reactant: [C:1]([O:4][CH2:5][C:6]1[C:14]([CH2:15][C@@H:16]([CH2:22][C:23]([O:25][CH2:26][CH3:27])=[O:24])[C:17]([O:19][CH2:20][CH3:21])=[O:18])=[CH:13][C:12]([Cl:28])=[C:11]2[C:7]=1[CH:8]=[N:9][NH:10]2)(=[O:3])[CH3:2].[Cl:29]N1C(=O)CCC1=O. Product: [C:1]([O:4][CH2:5][C:6]1[C:14]([CH2:15][C@@H:16]([CH2:22][C:23]([O:25][CH2:26][CH3:27])=[O:24])[C:17]([O:19][CH2:20][CH3:21])=[O:18])=[CH:13][C:12]([Cl:28])=[C:11]2[C:7]=1[C:8]([Cl:29])=[N:9][NH:10]2)(=[O:3])[CH3:2]. The catalyst class is: 42. (3) Reactant: [NH2:1][C:2]1[C:3]([C:18]([O:20]C)=[O:19])=[N:4][C:5]([C:8]2[C:13]([C:14]([F:17])([F:16])[F:15])=[CH:12][CH:11]=[CH:10][N:9]=2)=[CH:6][N:7]=1. Product: [NH2:1][C:2]1[C:3]([C:18]([OH:20])=[O:19])=[N:4][C:5]([C:8]2[C:13]([C:14]([F:17])([F:16])[F:15])=[CH:12][CH:11]=[CH:10][N:9]=2)=[CH:6][N:7]=1. The catalyst class is: 38. (4) Reactant: [OH:1][N:2]=[C:3]([C:9]1[N:13]([CH3:14])[CH:12]=[N:11][CH:10]=1)[C:4]1[S:5][CH:6]=[CH:7][CH:8]=1.Br[CH2:16][C:17]1[N:22]=[C:21]([N:23]2[C:31](=[O:32])[C:30]3[C:25](=[CH:26][CH:27]=[CH:28][CH:29]=3)[C:24]2=[O:33])[CH:20]=[CH:19][CH:18]=1.C(=O)([O-])[O-].[Cs+].[Cs+].[I-].[K+]. Product: [CH3:14][N:13]1[C:9]([C:3](=[N:2][O:1][CH2:16][C:17]2[N:22]=[C:21]([N:23]3[C:24](=[O:33])[C:25]4[C:30](=[CH:29][CH:28]=[CH:27][CH:26]=4)[C:31]3=[O:32])[CH:20]=[CH:19][CH:18]=2)[C:4]2[S:5][CH:6]=[CH:7][CH:8]=2)=[CH:10][N:11]=[CH:12]1. The catalyst class is: 10. (5) Reactant: [OH:1][NH:2][C:3](=[NH:7])[CH2:4][CH2:5][CH3:6].[H-].[Na+].CO[C:12](=O)[CH:13]=[CH:14][C:15]1[CH:20]=[CH:19][C:18]([O:21][Si](C(C)(C)C)(C)C)=[C:17]([O:29][Si](C(C)(C)C)(C)C)[CH:16]=1. Product: [CH2:4]([C:3]1[N:7]=[C:12]([CH:13]=[CH:14][C:15]2[CH:16]=[C:17]([OH:29])[C:18]([OH:21])=[CH:19][CH:20]=2)[O:1][N:2]=1)[CH2:5][CH3:6]. The catalyst class is: 7. (6) Reactant: [Cl:1][C:2]1[CH:3]=[C:4]([C:8]2[O:12][N:11]=[CH:10][C:9]=2[C:13]([OH:15])=O)[CH:5]=[CH:6][CH:7]=1.[CH2:16]([NH:18][CH2:19][C:20]1[CH:25]=[CH:24][CH:23]=[CH:22][CH:21]=1)[CH3:17].CCCP1(OP(CCC)(=O)OP(CCC)(=O)O1)=O. Product: [CH2:19]([N:18]([CH2:16][CH3:17])[C:13]([C:9]1[CH:10]=[N:11][O:12][C:8]=1[C:4]1[CH:5]=[CH:6][CH:7]=[C:2]([Cl:1])[CH:3]=1)=[O:15])[C:20]1[CH:25]=[CH:24][CH:23]=[CH:22][CH:21]=1. The catalyst class is: 66.